This data is from Catalyst prediction with 721,799 reactions and 888 catalyst types from USPTO. The task is: Predict which catalyst facilitates the given reaction. (1) Reactant: [F:1][C:2]1[CH:7]=[C:6]([N:8]2[CH2:12][C@H:11]([CH2:13][N:14]3[CH:18]=[CH:17][N:16]=[N:15]3)[O:10][C:9]2=[O:19])[CH:5]=[CH:4][C:3]=1[C:20]1[CH:21]=[CH:22][C:23]([C:26]2[CH2:30][CH:29]([C:31]([O:33]C(C)(C)C)=[O:32])[O:28][N:27]=2)=[N:24][CH:25]=1. Product: [F:1][C:2]1[CH:7]=[C:6]([N:8]2[CH2:12][C@H:11]([CH2:13][N:14]3[CH:18]=[CH:17][N:16]=[N:15]3)[O:10][C:9]2=[O:19])[CH:5]=[CH:4][C:3]=1[C:20]1[CH:21]=[CH:22][C:23]([C:26]2[CH2:30][CH:29]([C:31]([OH:33])=[O:32])[O:28][N:27]=2)=[N:24][CH:25]=1. The catalyst class is: 55. (2) Reactant: C(P1(=O)OP(CCC)(=O)OP(CCC)(=O)O1)CC.CCOC(C)=O.[C:25]([O:29][C:30]([NH:32][C:33]1[C:42]2[C:37](=[CH:38][CH:39]=[CH:40][CH:41]=2)[C:36]([O:43][C:44]2[CH:49]=[CH:48][N:47]=[C:46]([NH:50][C:51]3[CH:52]=[C:53]([CH:57]=[C:58]([O:60][CH3:61])[CH:59]=3)[C:54]([OH:56])=O)[N:45]=2)=[CH:35][CH:34]=1)=[O:31])([CH3:28])([CH3:27])[CH3:26].[O:62]1[CH2:67][CH2:66][N:65]([CH2:68][CH2:69][NH2:70])[CH2:64][CH2:63]1. Product: [C:25]([O:29][C:30](=[O:31])[NH:32][C:33]1[C:42]2[C:37](=[CH:38][CH:39]=[CH:40][CH:41]=2)[C:36]([O:43][C:44]2[CH:49]=[CH:48][N:47]=[C:46]([NH:50][C:51]3[CH:52]=[C:53]([C:54](=[O:56])[NH:70][CH2:69][CH2:68][N:65]4[CH2:66][CH2:67][O:62][CH2:63][CH2:64]4)[CH:57]=[C:58]([O:60][CH3:61])[CH:59]=3)[N:45]=2)=[CH:35][CH:34]=1)([CH3:27])([CH3:26])[CH3:28]. The catalyst class is: 3. (3) Reactant: CS(C)=O.C(Cl)(=O)C(Cl)=O.[CH2:11]([C:15]1[N:16]([CH2:28][CH2:29][CH2:30][CH2:31][OH:32])[C:17]2[C:26]3[CH:25]=[CH:24][CH:23]=[CH:22][C:21]=3[N:20]=[CH:19][C:18]=2[N:27]=1)[CH2:12][CH2:13][CH3:14].C(N(CC)CC)C. Product: [CH2:11]([C:15]1[N:16]([CH2:28][CH2:29][CH2:30][CH:31]=[O:32])[C:17]2[C:26]3[CH:25]=[CH:24][CH:23]=[CH:22][C:21]=3[N:20]=[CH:19][C:18]=2[N:27]=1)[CH2:12][CH2:13][CH3:14]. The catalyst class is: 526. (4) Reactant: [NH2:1][C:2]1[C:6]([Br:7])=[C:5]([C:8]2[CH:9]=[N:10][NH:11][CH:12]=2)[S:4][C:3]=1[C:13]([NH2:15])=[O:14].[F:16][C:17]([F:23])([F:22])[CH2:18][C:19](=O)[CH3:20].CC1(C)C2(CS(O)(=O)=O)C(CC1CC2)=O.[O-]S([O-])(=O)=O.[Mg+2].C([O-])(O)=O.[Na+]. Product: [Br:7][C:6]1[C:2]2[NH:1][C:19]([CH3:20])([CH2:18][C:17]([F:23])([F:22])[F:16])[NH:15][C:13](=[O:14])[C:3]=2[S:4][C:5]=1[C:8]1[CH:9]=[N:10][NH:11][CH:12]=1. The catalyst class is: 44. (5) Reactant: [Br:1][C:2]1[CH:3]=[C:4]2[C:9](=[CH:10][CH:11]=1)[CH:8]=[C:7]([C:12]([OH:14])=O)[CH:6]=[CH:5]2.[NH3:15].CO. Product: [Br:1][C:2]1[CH:3]=[C:4]2[C:9](=[CH:10][CH:11]=1)[CH:8]=[C:7]([C:12]([NH2:15])=[O:14])[CH:6]=[CH:5]2. The catalyst class is: 309. (6) Reactant: [CH:1]([C:3]1[CH:11]=[C:7]([C:8]([OH:10])=[O:9])[C:6]([OH:12])=[CH:5][CH:4]=1)=[O:2].[CH2:13](Br)[C:14]1[CH:19]=[CH:18][CH:17]=[CH:16][CH:15]=1.C(=O)([O-])[O-].[K+].[K+]. Product: [CH2:13]([O:9][C:8](=[O:10])[C:7]1[CH:11]=[C:3]([CH:1]=[O:2])[CH:4]=[CH:5][C:6]=1[O:12][CH2:1][C:3]1[CH:11]=[CH:7][CH:6]=[CH:5][CH:4]=1)[C:14]1[CH:19]=[CH:18][CH:17]=[CH:16][CH:15]=1. The catalyst class is: 311. (7) Product: [N:1]1[CH:6]=[CH:5][CH:4]=[N:3][C:2]=1[NH:7][CH2:8][C:9]1[CH:14]=[CH:13][C:12]([NH2:15])=[CH:11][CH:10]=1. The catalyst class is: 181. Reactant: [N:1]1[CH:6]=[CH:5][CH:4]=[N:3][C:2]=1[NH:7][CH2:8][C:9]1[CH:14]=[CH:13][C:12]([N+:15]([O-])=O)=[CH:11][CH:10]=1. (8) Reactant: [Cl:1][C:2]1[CH:7]=[CH:6][C:5]([NH:8][C:9]2[S:10][CH:11]=[CH:12][N:13]=2)=[CH:4][C:3]=1[OH:14].C([O-])([O-])=O.[Cs+].[Cs+].ClC[C:23]1[CH2:27][CH2:26][CH2:25][CH:24]=1. Product: [Cl:1][C:2]1[CH:7]=[CH:6][C:5]([NH:8][C:9]2[S:10][CH:11]=[CH:12][N:13]=2)=[CH:4][C:3]=1[O:14][C:23]1[CH2:27][CH2:26][CH2:25][CH:24]=1. The catalyst class is: 21. (9) Reactant: [C:1]([O:4][C@H:5]([CH3:31])[CH2:6][CH2:7][CH2:8][CH2:9][N:10]1[C:19](=[O:20])[C:18]2[N:17]([CH2:21][C:22]3[CH:27]=[CH:26][CH:25]=[CH:24][CH:23]=3)[C:16]([CH2:28][NH2:29])=[N:15][C:14]=2[N:13]([CH3:30])[C:11]1=[O:12])(=[O:3])[CH3:2].[F:32][C:33]([F:44])([F:43])[C:34]([O:36]C(=O)C(F)(F)F)=[O:35]. Product: [C:1]([O:4][C@H:5]([CH3:31])[CH2:6][CH2:7][CH2:8][CH2:9][N:10]1[C:19](=[O:20])[C:18]2[N:17]([CH2:21][C:22]3[CH:27]=[CH:26][CH:25]=[CH:24][CH:23]=3)[C:16]([CH2:28][NH:29][O:36][C:34](=[O:35])[C:33]([F:44])([F:43])[F:32])=[N:15][C:14]=2[N:13]([CH3:30])[C:11]1=[O:12])(=[O:3])[CH3:2]. The catalyst class is: 22. (10) Reactant: [CH2:1]([CH:3]([CH2:24][CH2:25][CH2:26][CH3:27])[CH2:4][N:5]1[C:17]2[C:16]3[CH:18]=[CH:19][CH:20]=[CH:21][C:15]=3[C:14]([CH:22]=[O:23])=[CH:13][C:12]=2[C:11]2[C:6]1=[CH:7][CH:8]=[CH:9][CH:10]=2)[CH3:2].[Al+3].[Cl-].[Cl-].[Cl-].[F:32][C:33]1[CH:41]=[CH:40][CH:39]=[CH:38][C:34]=1[C:35](Cl)=[O:36]. Product: [CH2:1]([CH:3]([CH2:24][CH2:25][CH2:26][CH3:27])[CH2:4][N:5]1[C:17]2[C:16]3[CH:18]=[CH:19][CH:20]=[CH:21][C:15]=3[C:14]([CH:22]=[O:23])=[CH:13][C:12]=2[C:11]2[C:6]1=[CH:7][CH:8]=[C:9]([C:35](=[O:36])[C:34]1[CH:38]=[CH:39][CH:40]=[CH:41][C:33]=1[F:32])[CH:10]=2)[CH3:2]. The catalyst class is: 2.